From a dataset of Forward reaction prediction with 1.9M reactions from USPTO patents (1976-2016). Predict the product of the given reaction. (1) Given the reactants [C:1]([O:5][C:6]([N:8]1[CH2:13][CH2:12][CH:11]([C:14]([NH:16][C:17]2[CH:22]=[CH:21][C:20]([Cl:23])=[CH:19][C:18]=2I)=[O:15])[CH2:10][CH2:9]1)=[O:7])([CH3:4])([CH3:3])[CH3:2].[C:25](=O)([O-:27])[O-:26].[K+].[K+].[OH-].[Na+], predict the reaction product. The product is: [C:1]([O:5][C:6]([N:8]1[CH2:13][CH2:12][CH:11]([C:14]([NH:16][C:17]2[CH:22]=[CH:21][C:20]([Cl:23])=[CH:19][C:18]=2[C:25]([OH:27])=[O:26])=[O:15])[CH2:10][CH2:9]1)=[O:7])([CH3:4])([CH3:3])[CH3:2]. (2) Given the reactants [OH:1][C:2]1[CH:3]=[C:4]([CH:18]=[CH:19][CH:20]=1)[CH2:5][NH:6][S:7]([NH:10][C:11](=[O:17])[O:12][C:13]([CH3:16])([CH3:15])[CH3:14])(=[O:9])=[O:8].N1C=CC=CC=1.[F:27][C:28]1[CH:29]=[C:30](B(O)O)[CH:31]=[C:32]([F:35])[C:33]=1[F:34], predict the reaction product. The product is: [F:27][C:28]1[CH:29]=[C:30]([CH:31]=[C:32]([F:35])[C:33]=1[F:34])[O:1][C:2]1[CH:3]=[C:4]([CH:18]=[CH:19][CH:20]=1)[CH2:5][NH:6][S:7]([NH:10][C:11](=[O:17])[O:12][C:13]([CH3:16])([CH3:15])[CH3:14])(=[O:9])=[O:8]. (3) Given the reactants [CH2:1]1[C:13]2[C:12]3[CH:11]=[CH:10][CH:9]=[C:8]([S:14][C:15]4[CH:20]=[CH:19][C:18]([CH3:21])=[CH:17][CH:16]=4)[C:7]=3[NH:6][C:5]=2[CH2:4][CH2:3][NH:2]1.[CH2:22]=O.[BH4-].[Na+], predict the reaction product. The product is: [CH3:22][N:2]1[CH2:3][CH2:4][C:5]2[NH:6][C:7]3[C:8]([S:14][C:15]4[CH:20]=[CH:19][C:18]([CH3:21])=[CH:17][CH:16]=4)=[CH:9][CH:10]=[CH:11][C:12]=3[C:13]=2[CH2:1]1. (4) Given the reactants [NH2:1][C:2]1[N:7]=[C:6]([S:8]([NH:11][C:12]([C:14]2[C:15](Cl)=[N:16][C:17]([Cl:20])=[CH:18][CH:19]=2)=[O:13])(=[O:10])=[O:9])[CH:5]=[CH:4][CH:3]=1.[CH3:22][C:23]1([CH3:29])[CH2:27][CH:26]([CH3:28])[CH2:25][NH:24]1.C(=O)([O-])[O-].[K+].[K+], predict the reaction product. The product is: [NH2:1][C:2]1[N:7]=[C:6]([S:8]([NH:11][C:12]([C:14]2[C:15]([N:24]3[CH2:25][CH:26]([CH3:28])[CH2:27][C:23]3([CH3:29])[CH3:22])=[N:16][C:17]([Cl:20])=[CH:18][CH:19]=2)=[O:13])(=[O:10])=[O:9])[CH:5]=[CH:4][CH:3]=1. (5) The product is: [Cl:26][CH2:25][CH2:24][O:1][C:2]1[CH:3]=[C:4]2[C:9](=[CH:10][CH:11]=1)[N:8]=[CH:7][N:6]([C:12]1[CH:13]=[C:14]([CH:18]=[CH:19][C:20]=1[CH3:21])[C:15]([OH:17])=[O:16])[C:5]2=[O:22]. Given the reactants [OH:1][C:2]1[CH:3]=[C:4]2[C:9](=[CH:10][CH:11]=1)[N:8]=[CH:7][N:6]([C:12]1[CH:13]=[C:14]([CH:18]=[CH:19][C:20]=1[CH3:21])[C:15]([OH:17])=[O:16])[C:5]2=[O:22].Br[CH2:24][CH2:25][Cl:26].C(=O)([O-])[O-].[K+].[K+].[OH-].[Na+], predict the reaction product. (6) Given the reactants Br[C:2]1[CH:3]=[C:4]([CH:33]=[CH:34][C:35]=1[C:36]([CH3:39])([CH3:38])[CH3:37])[CH2:5][N:6]1[C:10](=[O:11])[N:9]([CH2:12][CH3:13])[C:8]([CH2:14][CH2:15][CH2:16][C:17]2[CH:22]=[CH:21][C:20]([C:23]3[CH:28]=[CH:27][CH:26]=[C:25]([CH2:29][C:30]([OH:32])=[O:31])[CH:24]=3)=[CH:19][CH:18]=2)=[N:7]1.[CH3:40]B(O)O, predict the reaction product. The product is: [CH3:40][C:2]1[CH:3]=[C:4]([CH:33]=[CH:34][C:35]=1[C:36]([CH3:38])([CH3:37])[CH3:39])[CH2:5][N:6]1[C:10](=[O:11])[N:9]([CH2:12][CH3:13])[C:8]([CH2:14][CH2:15][CH2:16][C:17]2[CH:18]=[CH:19][C:20]([C:23]3[CH:28]=[CH:27][CH:26]=[C:25]([CH2:29][C:30]([OH:32])=[O:31])[CH:24]=3)=[CH:21][CH:22]=2)=[N:7]1. (7) Given the reactants C(OC(=O)[NH:7][C:8]1[CH:9]=[C:10]2[C:14](=[CH:15][CH:16]=1)[CH2:13][CH:12]([CH2:17][N:18]1[CH2:23][CH2:22][CH:21]([N:24]3[C:28]4[CH:29]=[CH:30][C:31]([CH3:33])=[CH:32][C:27]=4[N:26]=[C:25]3[CH3:34])[CH:20]([CH2:35][OH:36])[CH2:19]1)[CH2:11]2)(C)(C)C, predict the reaction product. The product is: [NH2:7][C:8]1[CH:9]=[C:10]2[C:14](=[CH:15][CH:16]=1)[CH2:13][CH:12]([CH2:17][N:18]1[CH2:23][CH2:22][CH:21]([N:24]3[C:28]4[CH:29]=[CH:30][C:31]([CH3:33])=[CH:32][C:27]=4[N:26]=[C:25]3[CH3:34])[CH:20]([CH2:35][OH:36])[CH2:19]1)[CH2:11]2.